This data is from Full USPTO retrosynthesis dataset with 1.9M reactions from patents (1976-2016). The task is: Predict the reactants needed to synthesize the given product. Given the product [OH:6][N:7]1[C:12](=[O:13])[C:11]2[S:14][C:15]3[CH:20]=[CH:19][CH:18]=[CH:17][C:16]=3[C:10]=2[N:9]([CH2:30][C:31]2[CH:36]=[CH:35][CH:34]=[CH:33][N:32]=2)[C:8]1=[O:21], predict the reactants needed to synthesize it. The reactants are: COC1C=C(OC)C=CC=1C[O:6][N:7]1[C:12](=[O:13])[C:11]2[S:14][C:15]3[CH:20]=[CH:19][CH:18]=[CH:17][C:16]=3[C:10]=2[NH:9][C:8]1=[O:21].Cl.Cl[CH2:30][C:31]1[CH:36]=[CH:35][CH:34]=[CH:33][N:32]=1.